From a dataset of Full USPTO retrosynthesis dataset with 1.9M reactions from patents (1976-2016). Predict the reactants needed to synthesize the given product. Given the product [CH2:24]([C@:31]12[C:32]3[C:37](=[CH:36][C:35]([C:46]([O:48][CH3:49])=[O:47])=[CH:34][CH:33]=3)[CH2:38][CH2:39][C@H:40]1[CH2:41][C:42]1([O:4][CH2:1][CH2:2][O:3]1)[CH2:43][CH2:44]2)[C:25]1[CH:26]=[CH:27][CH:28]=[CH:29][CH:30]=1, predict the reactants needed to synthesize it. The reactants are: [CH2:1]([OH:4])[CH2:2][OH:3].C(OC)(OC)OC.O.C1(C)C=CC(S(O)(=O)=O)=CC=1.[CH2:24]([C@@:31]12[CH2:44][CH2:43][C:42](=O)[CH2:41][C@@H:40]1[CH2:39][CH2:38][C:37]1[CH:36]=[C:35]([C:46]([O:48][CH3:49])=[O:47])[CH:34]=[CH:33][C:32]2=1)[C:25]1[CH:30]=[CH:29][CH:28]=[CH:27][CH:26]=1.C([O-])(O)=O.[Na+].